Predict which catalyst facilitates the given reaction. From a dataset of Catalyst prediction with 721,799 reactions and 888 catalyst types from USPTO. Product: [CH2:14]([S:21][C:22]1[N:26]([CH3:27])[N:25]=[C:24]([Cl:28])[C:23]=1[C:29]([NH:6][O:5][CH2:2][CH:3]=[CH2:4])=[O:30])[C:15]1[CH:16]=[CH:17][CH:18]=[CH:19][CH:20]=1. Reactant: Cl.[CH2:2]([O:5][NH2:6])[CH:3]=[CH2:4].C(N(CC)CC)C.[CH2:14]([S:21][C:22]1[N:26]([CH3:27])[N:25]=[C:24]([Cl:28])[C:23]=1[C:29](Cl)=[O:30])[C:15]1[CH:20]=[CH:19][CH:18]=[CH:17][CH:16]=1.O. The catalyst class is: 7.